This data is from Forward reaction prediction with 1.9M reactions from USPTO patents (1976-2016). The task is: Predict the product of the given reaction. (1) Given the reactants [C:1]([C:3]1[CH:4]=[C:5]([C:9]2[N:10]([CH2:22][CH2:23][CH2:24][C:25](N(OC)C)=[O:26])[CH:11]=[C:12]3[C:17]=2[C:16](=[O:18])[N:15]([CH3:19])[C:14](=[O:20])[N:13]3[CH3:21])[CH:6]=[CH:7][CH:8]=1)#[N:2].Br[C:32]1[S:33][CH:34]=[C:35]([Cl:37])[N:36]=1, predict the reaction product. The product is: [Cl:37][C:35]1[N:36]=[C:32]([C:25](=[O:26])[CH2:24][CH2:23][CH2:22][N:10]2[C:9]([C:5]3[CH:4]=[C:3]([CH:8]=[CH:7][CH:6]=3)[C:1]#[N:2])=[C:17]3[C:12]([N:13]([CH3:21])[C:14](=[O:20])[N:15]([CH3:19])[C:16]3=[O:18])=[CH:11]2)[S:33][CH:34]=1. (2) Given the reactants Cl.Cl.[NH2:3][CH:4]1[CH2:7][N:6]([C:8]2[C:18]([C:19]#[N:20])=[CH:17][C:11]([C:12]([O:14][CH2:15][CH3:16])=[O:13])=[C:10]([CH3:21])[N:9]=2)[CH2:5]1.[Cl:22][C:23]1[S:27][C:26]([S:28]([NH:31][C:32](=O)[O:33]CC(Cl)(Cl)Cl)(=[O:30])=[O:29])=[CH:25][CH:24]=1.CCN(C(C)C)C(C)C.CCOC(C)=O, predict the reaction product. The product is: [Cl:22][C:23]1[S:27][C:26]([S:28]([NH:31][C:32]([NH:3][CH:4]2[CH2:5][N:6]([C:8]3[C:18]([C:19]#[N:20])=[CH:17][C:11]([C:12]([O:14][CH2:15][CH3:16])=[O:13])=[C:10]([CH3:21])[N:9]=3)[CH2:7]2)=[O:33])(=[O:30])=[O:29])=[CH:25][CH:24]=1.